Dataset: Catalyst prediction with 721,799 reactions and 888 catalyst types from USPTO. Task: Predict which catalyst facilitates the given reaction. (1) Reactant: [O:1]=[C:2]1[CH:11]=[C:10]([C:12]([O:14]CC)=[O:13])[C:9]2[C:4](=[CH:5][CH:6]=[CH:7][N:8]=2)[NH:3]1.[OH-].[Na+]. Product: [O:1]=[C:2]1[CH:11]=[C:10]([C:12]([OH:14])=[O:13])[C:9]2[C:4](=[CH:5][CH:6]=[CH:7][N:8]=2)[NH:3]1. The catalyst class is: 8. (2) Reactant: [C:1]([N:4]1[C:13]2[C:8](=[CH:9][C:10]([C:14]3[CH:22]=[CH:21][C:17]([C:18](O)=[O:19])=[CH:16][CH:15]=3)=[CH:11][CH:12]=2)[C@H:7]([NH:23][C:24]2[CH:29]=[CH:28][C:27]([C:30]#[N:31])=[CH:26][N:25]=2)[CH2:6][C@@H:5]1[CH3:32])(=[O:3])[CH3:2].CN(C(ON1N=NC2C=CC=NC1=2)=[N+](C)C)C.F[P-](F)(F)(F)(F)F.CCN(C(C)C)C(C)C.[NH2:66][CH:67]([CH2:70][OH:71])[CH2:68][OH:69]. Product: [C:1]([N:4]1[C:13]2[C:8](=[CH:9][C:10]([C:14]3[CH:15]=[CH:16][C:17]([C:18]([NH:66][CH:67]([CH2:70][OH:71])[CH2:68][OH:69])=[O:19])=[CH:21][CH:22]=3)=[CH:11][CH:12]=2)[C@H:7]([NH:23][C:24]2[CH:29]=[CH:28][C:27]([C:30]#[N:31])=[CH:26][N:25]=2)[CH2:6][C@@H:5]1[CH3:32])(=[O:3])[CH3:2]. The catalyst class is: 3. (3) Reactant: [C:1]([C:5]1[CH:31]=[C:8]2[N:9]=[C:10]([CH3:30])[C:11]([CH:22]([CH2:27][CH2:28][CH3:29])[C:23]([O:25]C)=[O:24])=[C:12]([C:13]3[CH:14]=[CH:15][C:16]4[O:20][CH2:19][CH2:18][C:17]=4[CH:21]=3)[N:7]2[N:6]=1)([CH3:4])([CH3:3])[CH3:2].[OH-].[Na+]. Product: [C:1]([C:5]1[CH:31]=[C:8]2[N:9]=[C:10]([CH3:30])[C:11]([CH:22]([CH2:27][CH2:28][CH3:29])[C:23]([OH:25])=[O:24])=[C:12]([C:13]3[CH:14]=[CH:15][C:16]4[O:20][CH2:19][CH2:18][C:17]=4[CH:21]=3)[N:7]2[N:6]=1)([CH3:3])([CH3:4])[CH3:2]. The catalyst class is: 24. (4) Reactant: Br[C:2]1[N:15]([CH2:16][C:17](OCC)=[O:18])[C:5]2=[N:6][C:7]([C:10]([O:12][CH2:13][CH3:14])=[O:11])=[CH:8][CH:9]=[C:4]2[C:3]=1[CH:22]1[CH2:27][CH2:26][CH2:25][CH2:24][CH2:23]1.CC1(C)C(C)(C)OB([C:36]2[CH:41]=[CH:40][CH:39]=[CH:38][C:37]=2[NH2:42])O1.O.C(=O)([O-])O.[Na+]. Product: [CH:22]1([C:3]2[C:4]3[CH:9]=[CH:8][C:7]([C:10]([O:12][CH2:13][CH3:14])=[O:11])=[N:6][C:5]=3[N:15]3[C:2]=2[C:36]2[CH:41]=[CH:40][CH:39]=[CH:38][C:37]=2[NH:42][C:17](=[O:18])[CH2:16]3)[CH2:23][CH2:24][CH2:25][CH2:26][CH2:27]1. The catalyst class is: 104. (5) Reactant: [Cl:1][C:2]1[CH:7]=[CH:6][C:5]([S:8]([NH:11][CH:12]([C:24]2[CH:29]=[CH:28][CH:27]=[CH:26][CH:25]=2)[C:13]([O:15][C@@H:16]2[CH:21]3[CH2:22][CH2:23][N:18]([CH2:19][CH2:20]3)[CH2:17]2)=[O:14])(=[O:10])=[O:9])=[CH:4][CH:3]=1.[Br:30][CH2:31][C:32]([C:34]1[CH:39]=[CH:38][CH:37]=[CH:36][CH:35]=1)=[O:33]. Product: [Br-:30].[Cl:1][C:2]1[CH:3]=[CH:4][C:5]([S:8]([NH:11][CH:12]([C:24]2[CH:25]=[CH:26][CH:27]=[CH:28][CH:29]=2)[C:13]([O:15][C@@H:16]2[CH:21]3[CH2:20][CH2:19][N+:18]([CH2:31][C:32](=[O:33])[C:34]4[CH:39]=[CH:38][CH:37]=[CH:36][CH:35]=4)([CH2:23][CH2:22]3)[CH2:17]2)=[O:14])(=[O:10])=[O:9])=[CH:6][CH:7]=1. The catalyst class is: 25.